This data is from Reaction yield outcomes from USPTO patents with 853,638 reactions. The task is: Predict the reaction yield, written as a fraction of the theoretical maximum amount of product (1.0 means a 100% yield; for example, 0.34 means a 34% yield). (1) The reactants are [Cl:1][C:2]1[N:7]=[C:6](Cl)[CH:5]=[CH:4][N:3]=1.[F:9][C:10]1[CH:11]=[CH:12][C:13]([OH:37])=[C:14]([CH:36]=1)[CH2:15][NH:16][C:17]([NH:19][C:20]1[N:24]([C:25]2[CH:30]=[CH:29][C:28]([CH3:31])=[CH:27][CH:26]=2)[N:23]=[C:22]([C:32]([CH3:35])([CH3:34])[CH3:33])[CH:21]=1)=[O:18].[OH-].[Na+].[Cl-].[NH4+]. The catalyst is CN(C=O)C. The product is [Cl:1][C:2]1[N:7]=[C:6]([O:37][C:13]2[CH:12]=[CH:11][C:10]([F:9])=[CH:36][C:14]=2[CH2:15][NH:16][C:17]([NH:19][C:20]2[N:24]([C:25]3[CH:26]=[CH:27][C:28]([CH3:31])=[CH:29][CH:30]=3)[N:23]=[C:22]([C:32]([CH3:34])([CH3:35])[CH3:33])[CH:21]=2)=[O:18])[CH:5]=[CH:4][N:3]=1. The yield is 0.570. (2) The reactants are Cl[C:2]1[CH:3]=[C:4]([N:20]([CH:30]2[CH2:32][CH2:31]2)CC2C=CC(OC)=CC=2)[C:5]2[N:6]([C:8]([C:11]([NH:13][C:14]3[CH:19]=[CH:18][N:17]=[CH:16][N:15]=3)=[O:12])=[CH:9][N:10]=2)[N:7]=1.[NH2:33][C@H:34]1[CH2:39][CH2:38][C@H:37]([NH2:40])[CH2:36][CH2:35]1.[N:41]([C:44]1[CH:45]=[N:46][CH:47]=[CH:48][CH:49]=1)=[C:42]=[O:43].C(O)(C(F)(F)F)=O. The catalyst is O.C(Cl)Cl. The product is [CH:30]1([NH:20][C:4]2[C:5]3[N:6]([C:8]([C:11]([NH:13][C:14]4[CH:19]=[CH:18][N:17]=[CH:16][N:15]=4)=[O:12])=[CH:9][N:10]=3)[N:7]=[C:2]([NH:33][C@H:34]3[CH2:39][CH2:38][C@H:37]([NH:40][C:42]([NH:41][C:44]4[CH:45]=[N:46][CH:47]=[CH:48][CH:49]=4)=[O:43])[CH2:36][CH2:35]3)[CH:3]=2)[CH2:31][CH2:32]1. The yield is 0.460. (3) The reactants are C([NH:9][C:10]([NH:12][C:13]1[C:18]([O:19][CH2:20][C:21]2[CH:26]=[CH:25][CH:24]=[CH:23][CH:22]=2)=[CH:17][C:16]([Br:27])=[CH:15][N:14]=1)=[S:11])(=O)C1C=CC=CC=1.[OH-].[Na+]. The catalyst is O. The product is [CH2:20]([O:19][C:18]1[C:13]([NH:12][C:10]([NH2:9])=[S:11])=[N:14][CH:15]=[C:16]([Br:27])[CH:17]=1)[C:21]1[CH:26]=[CH:25][CH:24]=[CH:23][CH:22]=1. The yield is 0.922. (4) The reactants are [CH2:1]([NH2:5])[CH2:2][CH2:3][CH3:4].[Cl:6][C:7]1[C:16]2[C:11]3=[C:12]([C:17](=[O:21])N[C:19](=[O:20])[C:10]3=[CH:9][CH:8]=1)[CH:13]=[CH:14][CH:15]=2. The catalyst is C1(C)C=CC=CC=1. The product is [CH2:1]([N:5]1[C:17](=[O:21])[C:12]2=[C:11]3[C:16](=[CH:15][CH:14]=[CH:13]2)[C:7]([Cl:6])=[CH:8][CH:9]=[C:10]3[C:19]1=[O:20])[CH2:2][CH2:3][CH3:4]. The yield is 0.760. (5) The reactants are C([O:4][C@H:5]([C:55]1[CH:60]=[CH:59][C:58]([F:61])=[CH:57][CH:56]=1)[CH2:6][CH2:7][C@@H:8]1[C@@H:11]([C:12]2[CH:17]=[CH:16][C:15]([C:18]3[CH:23]=[CH:22][CH:21]=[C:20]([O:24][C@H:25]4[O:42][C@@H:41]([C:43]([O:45]O)=[O:44])[C@H:36]([O:37]C(=O)C)[C@@H:31]([O:32]C(=O)C)[C@@H:26]4[O:27]C(=O)C)[CH:19]=3)=[CH:14][CH:13]=2)[N:10]([C:47]2[CH:52]=[CH:51][C:50]([F:53])=[CH:49][CH:48]=2)[C:9]1=[O:54])(=O)C.O.C(O)(=O)C.CO. The catalyst is CO.C(N(CC)CC)C.ClCCl. The product is [O:24]([C:20]1[CH:19]=[C:18]([C:15]2[CH:16]=[CH:17][C:12]([C@@H:11]3[C@@H:8]([CH2:7][CH2:6][C@@H:5]([C:55]4[CH:60]=[CH:59][C:58]([F:61])=[CH:57][CH:56]=4)[OH:4])[C:9](=[O:54])[N:10]3[C:47]3[CH:48]=[CH:49][C:50]([F:53])=[CH:51][CH:52]=3)=[CH:13][CH:14]=2)[CH:23]=[CH:22][CH:21]=1)[C@H:25]1[O:42][C@@H:41]([C:43]([OH:45])=[O:44])[C@H:36]([OH:37])[C@@H:31]([OH:32])[C@@H:26]1[OH:27]. The yield is 0.730. (6) The catalyst is CN(C)C=O.CCOC(C)=O.O. The product is [C:8]([C:7]1[CH:10]=[CH:11][C:4]([NH:3][C:18](=[O:19])[O:17][C:13]([CH3:16])([CH3:15])[CH3:14])=[C:5]([I:12])[CH:6]=1)#[N:9]. The reactants are [H-].[Na+].[NH2:3][C:4]1[CH:11]=[CH:10][C:7]([C:8]#[N:9])=[CH:6][C:5]=1[I:12].[C:13]([O:17][C:18](O[C:18]([O:17][C:13]([CH3:16])([CH3:15])[CH3:14])=[O:19])=[O:19])([CH3:16])([CH3:15])[CH3:14]. The yield is 0.570. (7) The reactants are [NH2:1][C@H:2]([C:13](O)=[O:14])[CH2:3][C:4]1[C:12]2[C:7](=[CH:8][CH:9]=[CH:10][CH:11]=2)[NH:6][CH:5]=1.S(C)C. The catalyst is C1COCC1. The product is [NH2:1][C@@H:2]([CH2:3][C:4]1[C:12]2[C:7](=[CH:8][CH:9]=[CH:10][CH:11]=2)[NH:6][CH:5]=1)[CH2:13][OH:14]. The yield is 0.920.